Dataset: Reaction yield outcomes from USPTO patents with 853,638 reactions. Task: Predict the reaction yield, written as a fraction of the theoretical maximum amount of product (1.0 means a 100% yield; for example, 0.34 means a 34% yield). (1) The reactants are [C:1]([O:5][C:6](=[O:21])[CH2:7][C:8](=[O:20])[CH2:9][C@@H:10]([OH:19])[CH2:11][CH2:12][C:13]1[CH:18]=[CH:17][CH:16]=[CH:15][CH:14]=1)([CH3:4])([CH3:3])[CH3:2].[BH4-].[Na+].Cl. The catalyst is C1COCC1. The product is [C:1]([O:5][C:6](=[O:21])[CH2:7][CH:8]([OH:20])[CH2:9][CH:10]([OH:19])[CH2:11][CH2:12][C:13]1[CH:14]=[CH:15][CH:16]=[CH:17][CH:18]=1)([CH3:4])([CH3:2])[CH3:3]. The yield is 0.990. (2) The reactants are [CH3:1][C:2]1([CH3:19])[CH2:9][CH:8]2[CH:6]([O:7]2)[CH2:5][N:4]([S:10]([C:13]2[CH:18]=[CH:17][CH:16]=[CH:15][N:14]=2)(=[O:12])=[O:11])[CH2:3]1.[N-:20]=[N+:21]=[N-:22].[Na+].[NH4+].[Cl-]. The catalyst is CO.O. The product is [N:20]([CH:8]1[CH2:9][C:2]([CH3:19])([CH3:1])[CH2:3][N:4]([S:10]([C:13]2[CH:18]=[CH:17][CH:16]=[CH:15][N:14]=2)(=[O:12])=[O:11])[CH2:5][CH:6]1[OH:7])=[N+:21]=[N-:22]. The yield is 0.290. (3) The reactants are [O:1]=[C:2]1[CH2:6][N:5](C(OC(C)(C)C)=O)[C@H:4]([C:14]([O:16][CH2:17][C:18]2[CH:23]=[CH:22][CH:21]=[CH:20][CH:19]=2)=[O:15])[CH2:3]1.[ClH:24]. The catalyst is O1CCCC1.O1CCOCC1. The product is [ClH:24].[O:1]=[C:2]1[CH2:6][NH:5][C@H:4]([C:14]([O:16][CH2:17][C:18]2[CH:23]=[CH:22][CH:21]=[CH:20][CH:19]=2)=[O:15])[CH2:3]1. The yield is 1.00. (4) The reactants are [C:1]([N:4]1[C:13]2[C:8](=[CH:9][C:10]([C:14](O)=[O:15])=[CH:11][CH:12]=2)[CH:7]([NH:17][C:18]2[CH:23]=[CH:22][C:21]([N:24]3[CH2:29][CH2:28][O:27][CH2:26][CH2:25]3)=[CH:20][CH:19]=2)[CH2:6][C@@H:5]1[CH3:30])(=[O:3])[CH3:2].[NH2:31][CH2:32][CH2:33][O:34][CH2:35][CH2:36][O:37][CH2:38][CH2:39][O:40][CH2:41][CH2:42][C:43]([O:45][C:46]([CH3:49])([CH3:48])[CH3:47])=[O:44]. No catalyst specified. The product is [C:1]([N:4]1[C:13]2[C:8](=[CH:9][C:10]([C:14]([NH:31][CH2:32][CH2:33][O:34][CH2:35][CH2:36][O:37][CH2:38][CH2:39][O:40][CH2:41][CH2:42][C:43]([O:45][C:46]([CH3:49])([CH3:48])[CH3:47])=[O:44])=[O:15])=[CH:11][CH:12]=2)[C@H:7]([NH:17][C:18]2[CH:23]=[CH:22][C:21]([N:24]3[CH2:25][CH2:26][O:27][CH2:28][CH2:29]3)=[CH:20][CH:19]=2)[CH2:6][C@@H:5]1[CH3:30])(=[O:3])[CH3:2]. The yield is 0.690. (5) The reactants are [OH:1][C@@H:2]([C@@H:4]([CH:18]=[CH2:19])[C:5]([N:7]1[C@H:11]([CH:12]([CH3:14])[CH3:13])[C:10]([CH3:16])([CH3:15])[O:9][C:8]1=[O:17])=[O:6])[CH3:3].N1C=CN=C1.[Si:25](Cl)([C:28]([CH3:31])([CH3:30])[CH3:29])([CH3:27])[CH3:26]. The catalyst is CN(C)C=O. The product is [C:28]([Si:25]([CH3:27])([CH3:26])[O:1][C@@H:2]([C@@H:4]([CH:18]=[CH2:19])[C:5]([N:7]1[C@H:11]([CH:12]([CH3:13])[CH3:14])[C:10]([CH3:16])([CH3:15])[O:9][C:8]1=[O:17])=[O:6])[CH3:3])([CH3:31])([CH3:30])[CH3:29]. The yield is 0.860. (6) The reactants are [NH2:1][C:2]1[C:11]2[C:6](=[C:7](Br)[CH:8]=[CH:9][CH:10]=2)[N:5]=[N:4][C:3]=1[C:13]([NH:15][CH:16]1[CH2:18][CH2:17]1)=[O:14].[CH3:19][O:20][C:21]1[CH:26]=[C:25]([O:27][CH3:28])[CH:24]=[CH:23][C:22]=1B(O)O. No catalyst specified. The product is [NH2:1][C:2]1[C:11]2[C:6](=[C:7]([C:24]3[CH:23]=[CH:22][C:21]([O:20][CH3:19])=[CH:26][C:25]=3[O:27][CH3:28])[CH:8]=[CH:9][CH:10]=2)[N:5]=[N:4][C:3]=1[C:13]([NH:15][CH:16]1[CH2:18][CH2:17]1)=[O:14]. The yield is 0.800. (7) The reactants are [Cl:1][C:2]1[CH:7]=[CH:6][CH:5]=[C:4]([Cl:8])[C:3]=1[C:9]1[C:13]([CH2:14][O:15][C:16]2[CH:17]=[C:18]3[C:23](=[CH:24][CH:25]=2)[CH:22]=[C:21]([C:26]2[CH:27]=[C:28]([CH:33]=[CH:34][CH:35]=2)[C:29]([O:31]C)=[O:30])[CH:20]=[CH:19]3)=[C:12]([CH:36]([CH3:38])[CH3:37])[O:11][N:10]=1.[OH-].[Li+].C(#N)C. The catalyst is O1CCCC1. The product is [Cl:8][C:4]1[CH:5]=[CH:6][CH:7]=[C:2]([Cl:1])[C:3]=1[C:9]1[C:13]([CH2:14][O:15][C:16]2[CH:17]=[C:18]3[C:23](=[CH:24][CH:25]=2)[CH:22]=[C:21]([C:26]2[CH:27]=[C:28]([CH:33]=[CH:34][CH:35]=2)[C:29]([OH:31])=[O:30])[CH:20]=[CH:19]3)=[C:12]([CH:36]([CH3:38])[CH3:37])[O:11][N:10]=1. The yield is 0.600.